This data is from Full USPTO retrosynthesis dataset with 1.9M reactions from patents (1976-2016). The task is: Predict the reactants needed to synthesize the given product. (1) Given the product [CH:1]1([O:7][C:11]2[CH:16]=[CH:15][C:14]([N+:17]([O-:19])=[O:18])=[CH:13][CH:12]=2)[CH2:6][CH2:5][CH2:4][CH2:3][CH2:2]1, predict the reactants needed to synthesize it. The reactants are: [CH:1]1([OH:7])[CH2:6][CH2:5][CH2:4][CH2:3][CH2:2]1.[H-].[Na+].F[C:11]1[CH:16]=[CH:15][C:14]([N+:17]([O-:19])=[O:18])=[CH:13][CH:12]=1. (2) Given the product [C:17]([C:2]1[C:12]([F:13])=[CH:11][C:5]([C:6]([O:8][CH2:9][CH3:10])=[O:7])=[C:4]([O:14][CH2:15][CH3:16])[CH:3]=1)#[N:18], predict the reactants needed to synthesize it. The reactants are: Br[C:2]1[C:12]([F:13])=[CH:11][C:5]([C:6]([O:8][CH2:9][CH3:10])=[O:7])=[C:4]([O:14][CH2:15][CH3:16])[CH:3]=1.[CH3:17][N:18](C)C=O. (3) The reactants are: [CH3:1][O:2][C:3](=[O:18])[C:4]1[CH:9]=[C:8]([N+:10]([O-:12])=[O:11])[C:7](OC)=[C:6]([N+:15]([O-:17])=[O:16])[CH:5]=1.[F:19]C1C([N+]([O-])=O)=CC([N+]([O-])=O)=CC=1C(O)=O. Given the product [F:19][C:5]1[C:6]([N+:15]([O-:17])=[O:16])=[CH:7][C:8]([N+:10]([O-:12])=[O:11])=[CH:9][C:4]=1[C:3]([O:2][CH3:1])=[O:18], predict the reactants needed to synthesize it. (4) The reactants are: C([O:3][C:4]([C:6]1[CH:10]=[CH:9][N:8]([C:11]2[CH:16]=[CH:15][C:14]([F:17])=[CH:13][N:12]=2)[N:7]=1)=O)C.C1(C)C=CC=CC=1.C(C(C(C([O-])=O)O)O)([O-])=O.[Na+].[K+]. Given the product [F:17][C:14]1[CH:15]=[CH:16][C:11]([N:8]2[CH:9]=[CH:10][C:6]([CH2:4][OH:3])=[N:7]2)=[N:12][CH:13]=1, predict the reactants needed to synthesize it. (5) The reactants are: C[O:2][CH:3](OC)[CH2:4][C:5]1[N:10]=[C:9]2[CH2:11][O:12][C:13](=[C:14]3[C:22]4[C:17](=[CH:18][CH:19]=[C:20]([F:23])[CH:21]=4)[NH:16][C:15]3=[O:24])[C:8]2=[CH:7][CH:6]=1.S(=O)(=O)(O)O. Given the product [F:23][C:20]1[CH:21]=[C:22]2[C:17](=[CH:18][CH:19]=1)[NH:16][C:15](=[O:24])[C:14]2=[C:13]1[C:8]2[C:9](=[N:10][C:5]([CH2:4][CH:3]=[O:2])=[CH:6][CH:7]=2)[CH2:11][O:12]1, predict the reactants needed to synthesize it. (6) Given the product [Br:10][C:11]1[CH:12]=[CH:13][C:14]([F:19])=[C:15](/[CH:16]=[N:9]/[NH:8][C:5]2[CH:6]=[CH:7][C:2]([F:1])=[CH:3][CH:4]=2)[CH:18]=1, predict the reactants needed to synthesize it. The reactants are: [F:1][C:2]1[CH:7]=[CH:6][C:5]([NH:8][NH2:9])=[CH:4][CH:3]=1.[Br:10][C:11]1[CH:12]=[CH:13][C:14]([F:19])=[C:15]([CH:18]=1)[CH:16]=O.CCO. (7) Given the product [F:27][C:3]1[C:4]([C:9]([C:11]2[C:19]3[C:14](=[N:15][CH:16]=[C:17]([C:20]4[CH:21]=[N:22][C:23]([CH3:26])=[N:24][CH:25]=4)[CH:18]=3)[NH:13][CH:12]=2)=[O:10])=[C:5]([F:8])[CH:6]=[CH:7][C:2]=1[NH:1][S:35]([C:30]1[CH:31]=[CH:32][CH:33]=[CH:34][C:29]=1[F:28])(=[O:37])=[O:36], predict the reactants needed to synthesize it. The reactants are: [NH2:1][C:2]1[C:3]([F:27])=[C:4]([C:9]([C:11]2[C:19]3[C:14](=[N:15][CH:16]=[C:17]([C:20]4[CH:21]=[N:22][C:23]([CH3:26])=[N:24][CH:25]=4)[CH:18]=3)[NH:13][CH:12]=2)=[O:10])[C:5]([F:8])=[CH:6][CH:7]=1.[F:28][C:29]1[CH:34]=[CH:33][CH:32]=[CH:31][C:30]=1[S:35](Cl)(=[O:37])=[O:36].N1C=CC=CC=1.